From a dataset of Reaction yield outcomes from USPTO patents with 853,638 reactions. Predict the reaction yield, written as a fraction of the theoretical maximum amount of product (1.0 means a 100% yield; for example, 0.34 means a 34% yield). (1) The reactants are [CH3:1][C:2]1[C:7]([CH:8]([CH2:13][CH2:14][CH3:15])[C:9]([O:11]C)=[O:10])=[C:6]([O:16][C:17]2[CH:22]=[CH:21][CH:20]=[CH:19][CH:18]=2)[N:5]=[C:4]([C:23]2[CH:28]=[CH:27][CH:26]=[CH:25][CH:24]=2)[N:3]=1.[OH-].[Na+]. The catalyst is CO. The product is [CH3:1][C:2]1[C:7]([CH:8]([CH2:13][CH2:14][CH3:15])[C:9]([OH:11])=[O:10])=[C:6]([O:16][C:17]2[CH:18]=[CH:19][CH:20]=[CH:21][CH:22]=2)[N:5]=[C:4]([C:23]2[CH:28]=[CH:27][CH:26]=[CH:25][CH:24]=2)[N:3]=1. The yield is 0.680. (2) The reactants are COC1C=C[C:6]([C@@H:9]([N:11]([CH2:22][C:23]2[N:24]=[C:25]3[CH:30]=[CH:29][CH:28]=[C:27]([N:31]4[CH2:36][CH2:35][N:34]([CH3:37])[CH2:33][CH2:32]4)[N:26]3[CH:38]=2)[C@@H:12]2[C:21]3[N:20]=[CH:19][CH:18]=[CH:17][C:16]=3[CH2:15][CH2:14][CH2:13]2)[CH3:10])=CC=1. The catalyst is CC(C)=O. The product is [CH3:10][CH:9]([N:11]([CH2:22][C:23]1[N:24]=[C:25]2[CH:30]=[CH:29][CH:28]=[C:27]([N:31]3[CH2:32][CH2:33][N:34]([CH3:37])[CH2:35][CH2:36]3)[N:26]2[CH:38]=1)[C@@H:12]1[C:21]2[N:20]=[CH:19][CH:18]=[CH:17][C:16]=2[CH2:15][CH2:14][CH2:13]1)[CH3:6]. The yield is 0.500. (3) The reactants are [C:1]([O:4][CH2:5][C@@:6]([NH:27][C:28](=[O:30])[CH3:29])([CH3:26])[CH2:7][CH2:8][C:9]1[N:10]([CH3:25])[C:11]([C:14]#[C:15][CH2:16][CH2:17][CH2:18][C:19]2[CH:24]=[CH:23][CH:22]=[CH:21][CH:20]=2)=[CH:12][CH:13]=1)(=[O:3])[CH3:2]. The catalyst is CO.[Pd]. The product is [C:1]([O:4][CH2:5][C@@:6]([NH:27][C:28](=[O:30])[CH3:29])([CH3:26])[CH2:7][CH2:8][C:9]1[N:10]([CH3:25])[C:11]([CH2:14][CH2:15][CH2:16][CH2:17][CH2:18][C:19]2[CH:20]=[CH:21][CH:22]=[CH:23][CH:24]=2)=[CH:12][CH:13]=1)(=[O:3])[CH3:2]. The yield is 0.970. (4) The reactants are [Br:1][CH2:2][CH2:3][CH2:4][C:5]1[S:9][C:8]([C:10]([OH:12])=[O:11])=[CH:7][CH:6]=1.[Si](C=[N+]=[N-])(C)(C)[CH3:14]. The catalyst is C(OCC)(=O)C.CO. The product is [Br:1][CH2:2][CH2:3][CH2:4][C:5]1[S:9][C:8]([C:10]([O:12][CH3:14])=[O:11])=[CH:7][CH:6]=1. The yield is 0.240. (5) The reactants are Cl[C:2]1[C:9]([F:10])=[CH:8][CH:7]=[CH:6][C:3]=1[CH:4]=O.[ClH:11].[NH2:12][OH:13].[OH-].[Na+].Cl. The catalyst is CCO.O. The product is [Cl:11][C:6]1[CH:7]=[CH:8][C:9]([F:10])=[CH:2][C:3]=1[CH:4]=[N:12][OH:13]. The yield is 0.740. (6) The reactants are C(OC(=O)[NH:7][C@H:8]([CH2:36][C:37]1[CH:42]=[C:41]([F:43])[C:40]([F:44])=[CH:39][C:38]=1[F:45])[CH2:9][C:10]([N:12]1[CH2:17][CH2:16][N:15]2[C:18]([C:32]([F:35])([F:34])[F:33])=[N:19][C:20]([C:21]([N:23]3[CH2:28][CH2:27][N:26]([C:29](=[O:31])[CH3:30])[CH2:25][CH2:24]3)=[O:22])=[C:14]2[CH2:13]1)=[O:11])(C)(C)C.[ClH:47]. The catalyst is C(OCC)(=O)C. The product is [ClH:47].[C:29]([N:26]1[CH2:27][CH2:28][N:23]([C:21]([C:20]2[N:19]=[C:18]([C:32]([F:34])([F:33])[F:35])[N:15]3[CH2:16][CH2:17][N:12]([C:10](=[O:11])[CH2:9][C@H:8]([NH2:7])[CH2:36][C:37]4[CH:42]=[C:41]([F:43])[C:40]([F:44])=[CH:39][C:38]=4[F:45])[CH2:13][C:14]=23)=[O:22])[CH2:24][CH2:25]1)(=[O:31])[CH3:30]. The yield is 0.980. (7) The reactants are CS(C)=O.[CH3:5][NH:6][C@H:7]1[CH2:11][CH2:10][NH:9][CH2:8]1.[C:12]([C:14]1[C:19]2[N:20]=[C:21]([C:23]([N:25]([CH2:27][CH3:28])[CH3:26])=[O:24])[O:22][C:18]=2[C:17](F)=[C:16]([C:30]2[CH:35]=[CH:34][CH:33]=[CH:32][CH:31]=2)[C:15]=1[CH3:36])#[N:13].C(N(CC)CC)C. The catalyst is [Cl-].[Na+].O. The product is [C:12]([C:14]1[C:19]2[N:20]=[C:21]([C:23]([N:25]([CH2:27][CH3:28])[CH3:26])=[O:24])[O:22][C:18]=2[C:17]([N:9]2[CH2:10][CH2:11][C@H:7]([NH:6][CH3:5])[CH2:8]2)=[C:16]([C:30]2[CH:35]=[CH:34][CH:33]=[CH:32][CH:31]=2)[C:15]=1[CH3:36])#[N:13]. The yield is 0.320. (8) The reactants are [NH2:1][C:2]1[N:3]=[C:4]([NH:16][C:17]2[CH:22]=[CH:21][C:20]([N:23]3[CH2:28][CH2:27][N:26](C(OC(C)(C)C)=O)[CH2:25][CH2:24]3)=[CH:19][CH:18]=2)[S:5][C:6]=1[C:7](=[O:15])[C:8]1[CH:13]=[CH:12][CH:11]=[C:10]([F:14])[CH:9]=1.C(O)(C(F)(F)F)=O.C(Cl)Cl. No catalyst specified. The product is [NH2:1][C:2]1[N:3]=[C:4]([NH:16][C:17]2[CH:18]=[CH:19][C:20]([N:23]3[CH2:28][CH2:27][NH:26][CH2:25][CH2:24]3)=[CH:21][CH:22]=2)[S:5][C:6]=1[C:7]([C:8]1[CH:13]=[CH:12][CH:11]=[C:10]([F:14])[CH:9]=1)=[O:15]. The yield is 1.00.